This data is from Full USPTO retrosynthesis dataset with 1.9M reactions from patents (1976-2016). The task is: Predict the reactants needed to synthesize the given product. (1) Given the product [CH3:14][C:13]1[C:12]([C:16]2[CH:21]=[CH:20][CH:19]=[CH:18][CH:17]=2)=[N:1][C:11]2[C:6]([C:4]=1[C:2]([OH:25])=[O:3])=[CH:7][CH:8]=[CH:9][CH:10]=2, predict the reactants needed to synthesize it. The reactants are: [NH:1]1[C:11]2[C:6](=[CH:7][CH:8]=[CH:9][CH:10]=2)[C:4](=O)[C:2]1=[O:3].[C:12]([C:16]1[CH:21]=[CH:20][CH:19]=[CH:18][CH:17]=1)(=O)[CH2:13][CH3:14].Cl.C(O)(=[O:25])C. (2) Given the product [CH3:4][O:5][C:6]1[CH:7]=[CH:8][C:9]2[N:13]([CH3:14])[C:12](=[O:15])[N:11]([CH2:16][C@H:17]3[CH2:22][CH2:21][C@H:20]([C:23]4[NH:2][N:3]=[C:25]([C:27]5[CH:32]=[CH:31][N:30]=[CH:29][CH:28]=5)[CH:24]=4)[CH2:19][CH2:18]3)[C:10]=2[CH:34]=1, predict the reactants needed to synthesize it. The reactants are: O.[NH2:2][NH2:3].[CH3:4][O:5][C:6]1[CH:7]=[CH:8][C:9]2[N:13]([CH3:14])[C:12](=[O:15])[N:11]([CH2:16][C@H:17]3[CH2:22][CH2:21][C@H:20]([C:23](=O)[CH2:24][C:25]([C:27]4[CH:32]=[CH:31][N:30]=[CH:29][CH:28]=4)=O)[CH2:19][CH2:18]3)[C:10]=2[CH:34]=1. (3) Given the product [C:17]([O:16][C:13](=[O:15])[CH2:14][C:23](=[O:22])[CH2:24][CH2:25][CH2:26][CH2:27][CH2:28][CH2:29][C:30]1[CH:39]=[CH:38][C:37]2[CH2:36][CH2:35][CH2:34][NH:33][C:32]=2[N:31]=1)([CH3:20])([CH3:19])[CH3:18], predict the reactants needed to synthesize it. The reactants are: C(NC(C)C)(C)C.C([Li])CCC.[C:13]([O:16][C:17]([CH3:20])([CH3:19])[CH3:18])(=[O:15])[CH3:14].C[O:22][C:23](=O)[CH2:24][CH2:25][CH2:26][CH2:27][CH2:28][CH2:29][C:30]1[CH:39]=[CH:38][C:37]2[CH2:36][CH2:35][CH2:34][NH:33][C:32]=2[N:31]=1.C(=O)([O-])O.[Na+]. (4) Given the product [CH3:1][O:2][CH2:3][CH:4]([NH:6][C:7]([C:9]1[CH:10]=[C:11]([C:16]2[CH:21]=[CH:20][C:19]([CH3:22])=[CH:18][CH:17]=2)[CH:12]=[C:13]([C:34](=[O:36])[CH3:35])[CH:14]=1)=[O:8])[CH3:5], predict the reactants needed to synthesize it. The reactants are: [CH3:1][O:2][CH2:3][CH:4]([NH:6][C:7]([C:9]1[CH:10]=[C:11]([C:16]2[CH:21]=[CH:20][C:19]([CH3:22])=[CH:18][CH:17]=2)[CH:12]=[C:13](I)[CH:14]=1)=[O:8])[CH3:5].[Li+].[Cl-].CCN(C(C)C)C(C)C.[C:34](OC(=O)C)(=[O:36])[CH3:35]. (5) Given the product [Cl:11][C:12]1[CH:17]=[CH:16][C:15]([S:18]([NH:8][C:6]2[CH:7]=[C:2]([Cl:1])[CH:3]=[CH:4][C:5]=2[S:9][CH3:10])(=[O:20])=[O:19])=[CH:14][CH:13]=1, predict the reactants needed to synthesize it. The reactants are: [Cl:1][C:2]1[CH:3]=[CH:4][C:5]([S:9][CH3:10])=[C:6]([NH2:8])[CH:7]=1.[Cl:11][C:12]1[CH:17]=[CH:16][C:15]([S:18](Cl)(=[O:20])=[O:19])=[CH:14][CH:13]=1. (6) The reactants are: C[Al](C)C.[NH2:5][CH2:6][CH:7]1[CH2:9][CH2:8]1.C[O:11][C:12](=O)[C:13]1[CH:18]=[CH:17][C:16]([O:19][CH2:20][C:21]2[C:22]([C:28]3[CH:33]=[CH:32][C:31]([F:34])=[CH:30][CH:29]=3)=[N:23][O:24][C:25]=2[CH2:26][OH:27])=[N:15][CH:14]=1.C1(C)C=CC=CC=1. Given the product [CH:7]1([CH2:6][NH:5][C:12](=[O:11])[C:13]2[CH:18]=[CH:17][C:16]([O:19][CH2:20][C:21]3[C:22]([C:28]4[CH:29]=[CH:30][C:31]([F:34])=[CH:32][CH:33]=4)=[N:23][O:24][C:25]=3[CH2:26][OH:27])=[N:15][CH:14]=2)[CH2:9][CH2:8]1, predict the reactants needed to synthesize it. (7) Given the product [CH3:1][N:2]1[C:6]2=[CH:7][CH:8]=[C:9]3[C:14]([N:13]=[C:12]([C:15]4[CH:16]=[C:17]([NH:18][C:32]([NH:40][C:41]5[CH:42]=[N:43][CH:44]=[CH:45][CH:46]=5)=[O:38])[CH:19]=[CH:20][CH:21]=4)[N:11]=[C:10]3[N:22]3[CH2:27][CH2:26][O:25][CH2:24][CH2:23]3)=[C:5]2[CH:4]=[CH:3]1, predict the reactants needed to synthesize it. The reactants are: [CH3:1][N:2]1[C:6]2=[CH:7][CH:8]=[C:9]3[C:14]([N:13]=[C:12]([C:15]4[CH:16]=[C:17]([CH:19]=[CH:20][CH:21]=4)[NH2:18])[N:11]=[C:10]3[N:22]3[CH2:27][CH2:26][O:25][CH2:24][CH2:23]3)=[C:5]2[CH:4]=[CH:3]1.ClC(Cl)(O[C:32](=[O:38])OC(Cl)(Cl)Cl)Cl.[NH2:40][C:41]1[CH:42]=[N:43][CH:44]=[CH:45][CH:46]=1. (8) Given the product [N:5]1([C:1]([N:14]2[CH2:13][CH2:12][N:11]([S:17]([C:20]3[CH:21]=[CH:22][C:23]([NH:26][C:27](=[O:30])[CH:28]=[CH2:29])=[CH:24][CH:25]=3)(=[O:18])=[O:19])[CH2:16][CH2:15]2)=[O:2])[CH2:10][CH2:9][CH2:8][CH2:7][CH2:6]1, predict the reactants needed to synthesize it. The reactants are: [C:1](Cl)(Cl)=[O:2].[NH:5]1[CH2:10][CH2:9][CH2:8][CH2:7][CH2:6]1.[N:11]1([S:17]([C:20]2[CH:25]=[CH:24][C:23]([NH:26][C:27](=[O:30])[CH:28]=[CH2:29])=[CH:22][CH:21]=2)(=[O:19])=[O:18])[CH2:16][CH2:15][NH:14][CH2:13][CH2:12]1.C(N(C(C)C)CC)(C)C.